From a dataset of Cav3 T-type calcium channel HTS with 100,875 compounds. Binary Classification. Given a drug SMILES string, predict its activity (active/inactive) in a high-throughput screening assay against a specified biological target. The result is 0 (inactive). The drug is O1N=C(CC21CC(N(C2)C(=O)c1ccccc1)C(=O)N)c1cc(NC(=O)/C=C\C=C\C)ccc1.